This data is from Reaction yield outcomes from USPTO patents with 853,638 reactions. The task is: Predict the reaction yield, written as a fraction of the theoretical maximum amount of product (1.0 means a 100% yield; for example, 0.34 means a 34% yield). The reactants are C(OC([N:8]1[CH2:13][CH2:12][N:11]([CH2:14][C:15]2[N:20]=[C:19]3[N:21]=[C:22]([C:24]4[CH:29]=[CH:28][CH:27]=[C:26]([NH:30][C:31](=[O:41])[C:32]5[CH:37]=[CH:36][CH:35]=[C:34]([N:38]([CH3:40])[CH3:39])[CH:33]=5)[CH:25]=4)[O:23][C:18]3=[CH:17][CH:16]=2)[CH2:10][CH2:9]1)=O)(C)(C)C. The catalyst is C(O)(C(F)(F)F)=O.C(Cl)Cl. The product is [CH3:39][N:38]([CH3:40])[C:34]1[CH:33]=[C:32]([CH:37]=[CH:36][CH:35]=1)[C:31]([NH:30][C:26]1[CH:27]=[CH:28][CH:29]=[C:24]([C:22]2[O:23][C:18]3[C:19]([N:21]=2)=[N:20][C:15]([CH2:14][N:11]2[CH2:10][CH2:9][NH:8][CH2:13][CH2:12]2)=[CH:16][CH:17]=3)[CH:25]=1)=[O:41]. The yield is 1.00.